This data is from Full USPTO retrosynthesis dataset with 1.9M reactions from patents (1976-2016). The task is: Predict the reactants needed to synthesize the given product. (1) Given the product [C:32]([O:31][C:29]([N:26]1[CH2:27][CH2:28][CH:23]([CH2:22][N:21]([CH3:3])[CH2:20][CH:17]2[CH2:16][CH2:15][N:14]([C:12]([O:11][C:7]([CH3:10])([CH3:9])[CH3:8])=[O:13])[CH2:19][CH2:18]2)[CH2:24][CH2:25]1)=[O:30])([CH3:35])([CH3:34])[CH3:33], predict the reactants needed to synthesize it. The reactants are: C=O.[C:3]([BH3-])#N.[Na+].[C:7]([O:11][C:12]([N:14]1[CH2:19][CH2:18][CH:17]([CH2:20][NH:21][CH2:22][CH:23]2[CH2:28][CH2:27][N:26]([C:29]([O:31][C:32]([CH3:35])([CH3:34])[CH3:33])=[O:30])[CH2:25][CH2:24]2)[CH2:16][CH2:15]1)=[O:13])([CH3:10])([CH3:9])[CH3:8].[OH-].[Na+]. (2) Given the product [CH3:4][C@H:3]([O:5][C:10]1[CH:11]=[CH:12][C:13]2[CH2:14][N:15]([C:21]([O:23][C:24]([CH3:27])([CH3:26])[CH3:25])=[O:22])[CH2:16][CH2:17][O:18][C:19]=2[N:20]=1)[CH:2]([CH3:6])[CH3:1], predict the reactants needed to synthesize it. The reactants are: [CH3:1][CH:2]([CH3:6])[C@@H:3]([OH:5])[CH3:4].[H-].[Na+].Cl[C:10]1[CH:11]=[CH:12][C:13]2[CH2:14][N:15]([C:21]([O:23][C:24]([CH3:27])([CH3:26])[CH3:25])=[O:22])[CH2:16][CH2:17][O:18][C:19]=2[N:20]=1.O. (3) Given the product [Cl:20][C:21]1[CH:22]=[C:23]([CH:28]=[CH:29][CH:30]=1)[C:24]([NH:26][NH:27][C:12](=[O:14])[C@H:11]([NH:10][C:4]1[CH:5]=[CH:6][C:7]([C:8]#[N:9])=[C:2]([Cl:1])[C:3]=1[CH3:18])[C@@H:15]([OH:17])[CH3:16])=[O:25], predict the reactants needed to synthesize it. The reactants are: [Cl:1][C:2]1[C:3]([CH2:18]C)=[C:4]([NH:10][C@H:11]([C@@H:15]([OH:17])[CH3:16])[C:12]([OH:14])=O)[CH:5]=[CH:6][C:7]=1[C:8]#[N:9].[Cl:20][C:21]1[CH:22]=[C:23]([CH:28]=[CH:29][CH:30]=1)[C:24]([NH:26][NH2:27])=[O:25].O.ON1C2C=CC=CC=2N=N1.C(N(CC)CC)C.C(O)(=O)CC(CC(O)=O)(C(O)=O)O. (4) Given the product [CH3:29][O:30][C:31](=[O:34])[CH2:32][O:22][C:5]1[CH:4]=[CH:3][C:2]([Cl:1])=[C:11]2[C:6]=1[C:7]([CH3:21])=[C:8]([S:13][C:14]1[CH:19]=[CH:18][C:17]([Cl:20])=[CH:16][CH:15]=1)[C:9]([CH3:12])=[N:10]2, predict the reactants needed to synthesize it. The reactants are: [Cl:1][C:2]1[C:11]2[N:10]=[C:9]([CH3:12])[C:8]([S:13][C:14]3[CH:19]=[CH:18][C:17]([Cl:20])=[CH:16][CH:15]=3)=[C:7]([CH3:21])[C:6]=2[C:5]([OH:22])=[CH:4][CH:3]=1.C(=O)([O-])[O-].[K+].[K+].[CH3:29][O:30][C:31](=[O:34])[CH2:32]Br. (5) Given the product [Cl:1][C:2]1[C:10]([F:11])=[CH:9][CH:8]=[CH:7][C:3]=1[NH2:12], predict the reactants needed to synthesize it. The reactants are: [Cl:1][C:2]1[C:10]([F:11])=[CH:9][CH:8]=[CH:7][C:3]=1C(O)=O.[N-:12]=[N+]=[N-].[Na+]. (6) The reactants are: I[C:2]1[CH:7]=[CH:6][C:5]([N+:8]([O-:10])=[O:9])=[CH:4][CH:3]=1.[N:11]1[CH:16]=[CH:15][CH:14]=[C:13](B(O)O)[CH:12]=1.C([O-])([O-])=O.[Cs+].[Cs+].C1(P(C2C=CC=CC=2)C2C=CC=CC=2)C=CC=CC=1. Given the product [N+:8]([C:5]1[CH:6]=[CH:7][C:2]([C:13]2[CH:12]=[N:11][CH:16]=[CH:15][CH:14]=2)=[CH:3][CH:4]=1)([O-:10])=[O:9], predict the reactants needed to synthesize it. (7) Given the product [ClH:2].[Cl:2][C:3]1[CH:4]=[CH:5][C:6]([C:7]([N:9]2[CH2:13][CH2:12][CH:11]([NH:14][C:15]3[S:16][CH:17]=[C:18](/[CH:20]=[CH:21]/[C:22]([NH:24][OH:25])=[O:23])[N:19]=3)[CH2:10]2)=[O:8])=[CH:32][CH:33]=1, predict the reactants needed to synthesize it. The reactants are: Cl.[Cl:2][C:3]1[CH:33]=[CH:32][C:6]([C:7]([N:9]2[CH2:13][CH2:12][CH:11]([NH:14][C:15]3[S:16][CH:17]=[C:18](/[CH:20]=[CH:21]/[C:22]([NH:24][O:25]C4CCCCO4)=[O:23])[N:19]=3)[CH2:10]2)=[O:8])=[CH:5][CH:4]=1.C(OCC)C. (8) Given the product [C:1]([Si:5]([CH3:21])([CH3:20])[O:6][CH2:7][C@@H:8]([O:19][CH:23]1[CH2:24][CH2:25][CH2:26][CH2:27][O:22]1)[CH2:9][N:10]1[CH:14]=[C:13]([N+:15]([O-:17])=[O:16])[N:12]=[C:11]1[Cl:18])([CH3:4])([CH3:3])[CH3:2], predict the reactants needed to synthesize it. The reactants are: [C:1]([Si:5]([CH3:21])([CH3:20])[O:6][CH2:7][C@@H:8]([OH:19])[CH2:9][N:10]1[CH:14]=[C:13]([N+:15]([O-:17])=[O:16])[N:12]=[C:11]1[Cl:18])([CH3:4])([CH3:3])[CH3:2].[O:22]1[CH:27]=[CH:26][CH2:25][CH2:24][CH2:23]1.C1(C)C=CC(S([O-])(=O)=O)=CC=1.[NH+]1C=CC=CC=1.